From a dataset of Forward reaction prediction with 1.9M reactions from USPTO patents (1976-2016). Predict the product of the given reaction. (1) Given the reactants [C:1]([O:5][C:6](=[O:17])[NH:7][C@@H:8]([C:14](F)=[O:15])[CH2:9][C:10]([CH3:13])([CH3:12])[CH3:11])([CH3:4])([CH3:3])[CH3:2].[Cl:18][C:19]1[CH:20]=[CH:21][C:22]([N:35]2[CH:39]=[N:38][N:37]=[N:36]2)=[C:23]([CH:34]=1)[CH2:24][NH:25][C:26]([C@@H:28]1[CH2:33][C@H:32]2[C@H:30]([CH2:31]2)[NH:29]1)=[O:27].C([O-])(O)=O.[Na+].CN(C=O)C, predict the reaction product. The product is: [C:1]([O:5][C:6](=[O:17])[NH:7][C@@H:8]([C:14]([N:29]1[C@H:28]([C:26](=[O:27])[NH:25][CH2:24][C:23]2[CH:34]=[C:19]([Cl:18])[CH:20]=[CH:21][C:22]=2[N:35]2[CH:39]=[N:38][N:37]=[N:36]2)[CH2:33][C@H:32]2[C@@H:30]1[CH2:31]2)=[O:15])[CH2:9][C:10]([CH3:13])([CH3:12])[CH3:11])([CH3:4])([CH3:3])[CH3:2]. (2) Given the reactants [F:1][C:2]1[CH:10]=[CH:9][C:5]([CH2:6][CH2:7][NH2:8])=[CH:4][CH:3]=1.[C:11]([CH2:13][C:14](OCC)=[O:15])#[N:12], predict the reaction product. The product is: [C:11]([CH2:13][C:14]([NH:8][CH2:7][CH2:6][C:5]1[CH:9]=[CH:10][C:2]([F:1])=[CH:3][CH:4]=1)=[O:15])#[N:12]. (3) Given the reactants [C:1]1([S:7]([N:10]2[C:14]3=[N:15][CH:16]=[C:17]([F:19])[CH:18]=[C:13]3[CH:12]=[C:11]2[C:20](OS(C2C=CC(C)=CC=2)(=O)=O)=[CH:21][CH:22]2[CH2:27][CH2:26][O:25][CH2:24][CH2:23]2)(=[O:9])=[O:8])[CH:6]=[CH:5][CH:4]=[CH:3][CH:2]=1.[CH3:39][S:40]([C:43]1[CH:48]=[CH:47][C:46](B(O)O)=[CH:45][CH:44]=1)(=[O:42])=[O:41].C(=O)([O-])[O-].[Na+].[Na+], predict the reaction product. The product is: [C:1]1([S:7]([N:10]2[C:14]3=[N:15][CH:16]=[C:17]([F:19])[CH:18]=[C:13]3[CH:12]=[C:11]2[C:20]([C:46]2[CH:47]=[CH:48][C:43]([S:40]([CH3:39])(=[O:42])=[O:41])=[CH:44][CH:45]=2)=[CH:21][CH:22]2[CH2:27][CH2:26][O:25][CH2:24][CH2:23]2)(=[O:9])=[O:8])[CH:2]=[CH:3][CH:4]=[CH:5][CH:6]=1. (4) Given the reactants C[O:2][C:3]([C@H:5]1[CH2:10][CH2:9][C@H:8]([NH:11][C:12]([C:14]2[C:15]([CH3:21])=[N:16][CH:17]=[C:18]([Cl:20])[CH:19]=2)=[O:13])[CH2:7][CH2:6]1)=O.[H-].[Al+3].[Li+].[H-].[H-].[H-], predict the reaction product. The product is: [Cl:20][C:18]1[CH:17]=[N:16][C:15]([CH3:21])=[C:14]([CH:19]=1)[C:12]([NH:11][C@H:8]1[CH2:7][CH2:6][C@H:5]([CH2:3][OH:2])[CH2:10][CH2:9]1)=[O:13]. (5) The product is: [NH2:15][CH:16]([CH2:17][CH2:18][C:19]([NH:14][CH2:13][CH2:12][CH2:11][CH2:10][CH2:9][C:6]1[N:7]=[N:8][C:3]([CH3:2])=[N:4][N:5]=1)=[O:20])[C:22]([OH:24])=[O:23]. Given the reactants Cl.[CH3:2][C:3]1[N:8]=[N:7][C:6]([CH2:9][CH2:10][CH2:11][CH2:12][CH2:13][NH2:14])=[N:5][N:4]=1.[NH2:15][C@H:16]([C:22]([OH:24])=[O:23])[CH2:17][CH2:18][C:19](O)=[O:20].C(OC(=O)[C@H](CCC(O)=O)NC(OC(C)(C)C)=O)(C)(C)C, predict the reaction product. (6) Given the reactants [C:1]12([CH2:11][NH:12][C:13]([C:15]3[C:16]4[N:17]([N:21]=[C:22]([CH:24]=[CH:25][C:26]#[N:27])[CH:23]=4)[CH:18]=[CH:19][CH:20]=3)=[O:14])[CH2:10][CH:5]3[CH2:6][CH:7]([CH2:9][CH:3]([CH2:4]3)[CH2:2]1)[CH2:8]2, predict the reaction product. The product is: [C:1]12([CH2:11][NH:12][C:13]([C:15]3[C:16]4[N:17]([N:21]=[C:22]([CH2:24][CH2:25][C:26]#[N:27])[CH:23]=4)[CH:18]=[CH:19][CH:20]=3)=[O:14])[CH2:8][CH:7]3[CH2:9][CH:3]([CH2:4][CH:5]([CH2:6]3)[CH2:10]1)[CH2:2]2. (7) Given the reactants [OH:1][C@H:2]1[CH2:6][CH2:5][N:4]([C:7]([O:9][C:10]([CH3:13])([CH3:12])[CH3:11])=[O:8])[CH2:3]1.[H-].[Na+].Br[CH2:17][CH2:18][O:19][CH2:20][CH2:21][O:22][CH2:23][CH2:24][O:25][CH3:26], predict the reaction product. The product is: [CH3:26][O:25][CH2:24][CH2:23][O:22][CH2:21][CH2:20][O:19][CH2:18][CH2:17][O:1][C@H:2]1[CH2:6][CH2:5][N:4]([C:7]([O:9][C:10]([CH3:13])([CH3:12])[CH3:11])=[O:8])[CH2:3]1.